From a dataset of Forward reaction prediction with 1.9M reactions from USPTO patents (1976-2016). Predict the product of the given reaction. (1) Given the reactants C([O:3][C:4]([C:6]1[CH:7]=[N:8][CH:9]=[N:10][CH:11]=1)=O)C.[NH4+:12].[OH-], predict the reaction product. The product is: [N:8]1[CH:7]=[C:6]([C:4]([NH2:12])=[O:3])[CH:11]=[N:10][CH:9]=1. (2) Given the reactants [C:1]1([C:26]2[CH:31]=[CH:30][CH:29]=[CH:28][CH:27]=2)[CH:6]=[CH:5][CH:4]=[C:3]([CH2:7][CH:8]([OH:25])[CH2:9][CH2:10][CH:11]2[CH2:15][CH2:14][C:13](=[O:16])[N:12]2[CH2:17][CH2:18][CH2:19][CH2:20][CH2:21][CH2:22][C:23]#[N:24])[CH:2]=1.N([Si:35](C)([CH3:37])[CH3:36])=[N+]=[N-].C([Sn](=O)CCCC)CCC.Cl.[C:50]1([CH3:56])[CH:55]=CC=C[CH:51]=1, predict the reaction product. The product is: [C:1]1([C:26]2[CH:27]=[CH:28][CH:29]=[CH:30][CH:31]=2)[CH:6]=[CH:5][CH:4]=[C:3]([CH2:7][CH:8]([O:25][Si:35]([C:50]([CH3:56])([CH3:55])[CH3:51])([CH3:37])[CH3:36])[CH2:9][CH2:10][CH:11]2[CH2:15][CH2:14][C:13](=[O:16])[N:12]2[CH2:17][CH2:18][CH2:19][CH2:20][CH2:21][CH2:22][C:23]#[N:24])[CH:2]=1. (3) Given the reactants Br[C:2]1[CH:3]=[C:4]([CH:8]2[O:13][CH2:12][CH2:11][CH2:10][O:9]2)[CH:5]=[CH:6][CH:7]=1.[CH:14]([N:17]1[CH2:22][CH2:21][CH:20]([NH2:23])[CH2:19][CH2:18]1)([CH3:16])[CH3:15].C1(P(C2C=CC=CC=2)C2C=CC3C(=CC=CC=3)C=2C2C3C(=CC=CC=3)C=CC=2P(C2C=CC=CC=2)C2C=CC=CC=2)C=CC=CC=1.CC(C)([O-])C.[Na+], predict the reaction product. The product is: [O:9]1[CH2:10][CH2:11][CH2:12][O:13][CH:8]1[C:4]1[CH:3]=[C:2]([NH:23][CH:20]2[CH2:21][CH2:22][N:17]([CH:14]([CH3:16])[CH3:15])[CH2:18][CH2:19]2)[CH:7]=[CH:6][CH:5]=1. (4) Given the reactants [C:1](Cl)(=[O:5])[CH2:2][CH2:3][CH3:4].[NH2:7][C:8]1[C:16]2[C:11](=[CH:12][C:13]([Cl:17])=[CH:14][CH:15]=2)[NH:10][N:9]=1, predict the reaction product. The product is: [Cl:17][C:13]1[CH:12]=[C:11]2[C:16]([C:8]([NH:7][C:1](=[O:5])[CH2:2][CH2:3][CH3:4])=[N:9][NH:10]2)=[CH:15][CH:14]=1. (5) The product is: [Cl:13][C:14]1[CH:19]=[CH:18][C:17]([N:9]2[CH2:10][C@@H:11]([CH3:12])[C@H:5]3[CH2:4][CH2:3][C@H:2]([CH3:1])[C@H:6]3[C:7]2=[O:8])=[CH:16][CH:15]=1. Given the reactants [CH3:1][CH:2]1[CH:6]2[C:7]([NH:9][CH:10]=[C:11]([CH3:12])[CH:5]2[CH2:4][CH2:3]1)=[O:8].[Cl:13][C:14]1[CH:19]=[CH:18][C:17]([Bi]([C:17]2[CH:18]=[CH:19][C:14]([Cl:13])=[CH:15][CH:16]=2)[C:17]2[CH:18]=[CH:19][C:14]([Cl:13])=[CH:15][CH:16]=2)=[CH:16][CH:15]=1.C(N(CC)CC)C, predict the reaction product.